Task: Predict the product of the given reaction.. Dataset: Forward reaction prediction with 1.9M reactions from USPTO patents (1976-2016) (1) Given the reactants Cl[S:2]([C:5]1[CH:6]=[CH:7][C:8]([CH3:14])=[C:9]([CH:13]=1)[C:10]([OH:12])=[O:11])(=[O:4])=[O:3].[NH:15]1[CH2:20][CH2:19][O:18][CH2:17][CH2:16]1, predict the reaction product. The product is: [CH3:14][C:8]1[CH:7]=[CH:6][C:5]([S:2]([N:15]2[CH2:20][CH2:19][O:18][CH2:17][CH2:16]2)(=[O:4])=[O:3])=[CH:13][C:9]=1[C:10]([OH:12])=[O:11]. (2) Given the reactants [NH2:1][C:2]1[CH:7]=[CH:6][CH:5]=[CH:4][N:3]=1.C(N(CC)CC)C.[C:15](Cl)(=[O:20])[C:16]([CH3:19])([CH3:18])[CH3:17].O, predict the reaction product. The product is: [CH3:17][C:16]([CH3:19])([CH3:18])[C:15]([NH:1][C:2]1[CH:7]=[CH:6][CH:5]=[CH:4][N:3]=1)=[O:20]. (3) Given the reactants Br[C:2]1[S:3][CH:4]=[C:5]([C:7]2[CH:12]=[CH:11][C:10]([NH:13][S:14]([C:17]([F:20])([F:19])[F:18])(=[O:16])=[O:15])=[CH:9][C:8]=2[Cl:21])[N:6]=1.[S:22]1[C:26]2[CH:27]=[CH:28][CH:29]=[CH:30][C:25]=2[C:24](B(O)O)=[CH:23]1.C(=O)([O-])[O-].[Na+].[Na+].CN(C)C=O, predict the reaction product. The product is: [S:22]1[C:26]2[CH:27]=[CH:28][CH:29]=[CH:30][C:25]=2[C:24]([C:2]2[S:3][CH:4]=[C:5]([C:7]3[CH:12]=[CH:11][C:10]([NH:13][S:14]([C:17]([F:20])([F:19])[F:18])(=[O:16])=[O:15])=[CH:9][C:8]=3[Cl:21])[N:6]=2)=[CH:23]1. (4) Given the reactants [O:1]1[C:5]([C:6]2[CH:11]=[CH:10][CH:9]=[CH:8][N:7]=2)=[CH:4][N:3]=[CH:2]1.[Li]CCCC.[C:17](O)(=[O:24])[CH2:18][CH2:19][CH2:20][CH2:21][CH2:22][CH3:23].C(Cl)(=O)C(Cl)=O, predict the reaction product. The product is: [N:7]1[CH:8]=[CH:9][CH:10]=[CH:11][C:6]=1[C:5]1[O:1][C:2]([C:17](=[O:24])[CH2:18][CH2:19][CH2:20][CH2:21][CH2:22][CH3:23])=[N:3][CH:4]=1. (5) Given the reactants [CH3:1][C:2]1[CH:7]=[CH:6][CH:5]=[CH:4][C:3]=1[C:8]1[CH:13]=[CH:12][C:11]([C:14](O)=O)=[CH:10][C:9]=1[C:17]([F:20])([F:19])[F:18].[NH2:21][C:22](=[N:41][OH:42])[C:23]1[CH:32]=[C:31]2[C:26]([CH2:27][CH2:28][N:29]([CH2:33][C:34]([O:36][C:37]([CH3:40])([CH3:39])[CH3:38])=[O:35])[CH2:30]2)=[CH:25][CH:24]=1, predict the reaction product. The product is: [CH3:1][C:2]1[CH:7]=[CH:6][CH:5]=[CH:4][C:3]=1[C:8]1[CH:13]=[CH:12][C:11]([C:14]2[O:42][N:41]=[C:22]([C:23]3[CH:32]=[C:31]4[C:26]([CH2:27][CH2:28][N:29]([CH2:33][C:34]([O:36][C:37]([CH3:38])([CH3:39])[CH3:40])=[O:35])[CH2:30]4)=[CH:25][CH:24]=3)[N:21]=2)=[CH:10][C:9]=1[C:17]([F:18])([F:20])[F:19]. (6) The product is: [CH3:28][C:27]1[CH:29]=[CH:30][C:24]([S:21]([O:12][CH2:11][C:8]([C:5]2[CH:4]=[CH:3][C:2]([Br:1])=[CH:7][CH:6]=2)([C:9]#[N:10])[CH3:13])(=[O:23])=[O:22])=[CH:25][CH:26]=1. Given the reactants [Br:1][C:2]1[CH:7]=[CH:6][C:5]([C:8]([CH3:13])([CH2:11][OH:12])[C:9]#[N:10])=[CH:4][CH:3]=1.CCN(CC)CC.[S:21](Cl)([C:24]1[CH:30]=[CH:29][C:27]([CH3:28])=[CH:26][CH:25]=1)(=[O:23])=[O:22], predict the reaction product.